This data is from Reaction yield outcomes from USPTO patents with 853,638 reactions. The task is: Predict the reaction yield, written as a fraction of the theoretical maximum amount of product (1.0 means a 100% yield; for example, 0.34 means a 34% yield). The reactants are [CH3:1][O:2][CH:3]([O:13][CH3:14])[CH2:4][C:5]1[N:12]=[CH:11][CH:10]=[CH:9][C:6]=1[C:7]#[N:8].C([O-])([O-])=[O:16].[Na+].[Na+].OO. The catalyst is CC(C)=O. The product is [CH3:14][O:13][CH:3]([O:2][CH3:1])[CH2:4][C:5]1[N:12]=[CH:11][CH:10]=[CH:9][C:6]=1[C:7]([NH2:8])=[O:16]. The yield is 0.780.